Regression/Classification. Given a drug SMILES string, predict its absorption, distribution, metabolism, or excretion properties. Task type varies by dataset: regression for continuous measurements (e.g., permeability, clearance, half-life) or binary classification for categorical outcomes (e.g., BBB penetration, CYP inhibition). Dataset: cyp2c19_veith. From a dataset of CYP2C19 inhibition data for predicting drug metabolism from PubChem BioAssay. (1) The molecule is N#CCCn1c(=O)c(-c2ccccc2)nc2cnc(N3CCOCC3)nc21. The result is 0 (non-inhibitor). (2) The compound is CCOC(=O)CC(=O)Nc1ccccc1C(=O)O. The result is 1 (inhibitor). (3) The drug is O=C(Nc1cccc(F)c1)N1CCC2(CC1)CCN(C(=O)c1cc(C(F)(F)F)cc(C(F)(F)F)c1)CC2. The result is 0 (non-inhibitor).